This data is from Forward reaction prediction with 1.9M reactions from USPTO patents (1976-2016). The task is: Predict the product of the given reaction. (1) The product is: [F:35][C:31]1[CH:30]=[CH:29][CH:28]=[C:27]2[C:32]=1[CH2:33][CH2:34][N:25]([C:23]1[C:22]([NH2:36])=[N:21][CH:20]=[C:19]([C:17]3[CH:16]=[N:15][N:14]([CH:11]4[CH2:10][CH2:9][NH:8][CH2:13][CH2:12]4)[CH:18]=3)[CH:24]=1)[CH2:26]2. Given the reactants C(OC([N:8]1[CH2:13][CH2:12][CH:11]([N:14]2[CH:18]=[C:17]([C:19]3[CH:20]=[N:21][C:22]([NH2:36])=[C:23]([N:25]4[CH2:34][CH2:33][C:32]5[C:27](=[CH:28][CH:29]=[CH:30][C:31]=5[F:35])[CH2:26]4)[CH:24]=3)[CH:16]=[N:15]2)[CH2:10][CH2:9]1)=O)(C)(C)C.Cl, predict the reaction product. (2) The product is: [Cl:1][C:2]1[CH:3]=[C:4]([C@@:14]2([CH3:33])[C:19]([CH:20]3[CH2:23][CH:22]([C:24]([OH:36])=[O:25])[CH2:21]3)=[CH:18][N:17]([CH:26]3[CH2:27][C:28]([F:31])([F:30])[CH2:29]3)[C:16](=[O:32])[NH:15]2)[CH:5]=[CH:6][C:7]=1[CH2:8][CH2:9][C:10]([CH3:13])([CH3:12])[CH3:11]. Given the reactants [Cl:1][C:2]1[CH:3]=[C:4]([C@@:14]2([CH3:33])[C:19]([CH:20]3[CH2:23][CH:22]([CH2:24][OH:25])[CH2:21]3)=[CH:18][N:17]([CH:26]3[CH2:29][C:28]([F:31])([F:30])[CH2:27]3)[C:16](=[O:32])[NH:15]2)[CH:5]=[CH:6][C:7]=1[CH2:8][CH2:9][C:10]([CH3:13])([CH3:12])[CH3:11].CC(OI1(OC(C)=O)(OC(C)=O)OC(=O)C2C=CC=CC1=2)=[O:36].S([O-])([O-])=O.[Na+].[Na+].C(=O)([O-])O.[Na+], predict the reaction product. (3) The product is: [N:9]1([CH2:6][C:2]2[NH:3][CH:4]=[CH:5][N:1]=2)[CH2:12][CH2:11][CH2:10]1. Given the reactants [NH:1]1[CH:5]=[CH:4][N:3]=[C:2]1[CH:6]=O.Cl.[NH:9]1[CH2:12][CH2:11][CH2:10]1.C(O[BH-](OC(=O)C)OC(=O)C)(=O)C.[Na+].C(O)(=O)C, predict the reaction product. (4) Given the reactants [Na].[CH2:2]([C:9]#[N:10])[C:3]1[CH:8]=[CH:7][CH:6]=[CH:5][CH:4]=1.[CH:11](=O)[CH2:12][CH2:13][CH2:14][CH2:15][CH3:16], predict the reaction product. The product is: [C:3]1([C:2](=[CH:11][CH2:12][CH2:13][CH2:14][CH2:15][CH3:16])[C:9]#[N:10])[CH:8]=[CH:7][CH:6]=[CH:5][CH:4]=1. (5) The product is: [Cl:25][C:26]1[CH:27]=[C:28]([N:33]2[CH2:38][CH2:37][N:36]([C:2]3[NH:3][C:4]4[CH:9]=[C:8]([C:10]([NH2:16])=[O:12])[CH:7]=[CH:6][C:5]=4[N:1]=3)[CH2:35][CH2:34]2)[CH:29]=[CH:30][C:31]=1[Cl:32]. Given the reactants [N:1]1[C:5]2[CH:6]=[CH:7][C:8]([C:10]([OH:12])=O)=[CH:9][C:4]=2[NH:3][CH:2]=1.Cl.C([N:16]=C=NCCCN(C)C)C.[Cl:25][C:26]1[CH:27]=[C:28]([N:33]2[CH2:38][CH2:37][NH:36][CH2:35][CH2:34]2)[CH:29]=[CH:30][C:31]=1[Cl:32].O, predict the reaction product. (6) Given the reactants [H][H].C([N:10]1[C:14]([CH2:15][CH2:16][O:17][CH2:18][C:19]([OH:21])=[O:20])=[CH:13][N:12]=[N:11]1)C1C=CC=CC=1, predict the reaction product. The product is: [NH:10]1[C:14]([CH2:15][CH2:16][O:17][CH2:18][C:19]([OH:21])=[O:20])=[CH:13][N:12]=[N:11]1. (7) Given the reactants [CH3:1][O:2][C:3]1[CH:4]=[CH:5][CH:6]=[C:7]2[C:12]=1[O:11][CH2:10][CH2:9][CH:8]2[C:13]([OH:15])=O.[CH3:16][N:17]([CH3:35])[C:18]1[CH:23]=[CH:22][C:21]([CH2:24][NH:25][C:26]2[CH:31]=[CH:30][C:29]([CH:32]([CH3:34])[CH3:33])=[CH:28][CH:27]=2)=[CH:20][CH:19]=1, predict the reaction product. The product is: [CH3:16][N:17]([CH3:35])[C:18]1[CH:19]=[CH:20][C:21]([CH2:24][N:25]([C:26]2[CH:31]=[CH:30][C:29]([CH:32]([CH3:33])[CH3:34])=[CH:28][CH:27]=2)[C:13]([CH:8]2[C:7]3[C:12](=[C:3]([O:2][CH3:1])[CH:4]=[CH:5][CH:6]=3)[O:11][CH2:10][CH2:9]2)=[O:15])=[CH:22][CH:23]=1. (8) Given the reactants [CH:1]1([CH2:7][CH2:8][CH2:9][C:10]2[CH:11]=[C:12]([CH:17]=[CH:18][CH:19]=2)[C:13]([O:15]C)=[O:14])[CH2:6][CH2:5][CH2:4][CH2:3][CH2:2]1.[OH-].[Na+].Cl, predict the reaction product. The product is: [CH:1]1([CH2:7][CH2:8][CH2:9][C:10]2[CH:11]=[C:12]([CH:17]=[CH:18][CH:19]=2)[C:13]([OH:15])=[O:14])[CH2:6][CH2:5][CH2:4][CH2:3][CH2:2]1. (9) Given the reactants [Cl:1][C:2]1[N:3]=[C:4]([N:15]2[CH2:20][CH2:19][O:18][CH2:17][CH2:16]2)[C:5]2[CH:10]=[C:9]([C:11]([OH:14])([CH3:13])[CH3:12])[S:8][C:6]=2[N:7]=1.[H-].[Na+].CI.[C:25](OCC)(=O)C, predict the reaction product. The product is: [Cl:1][C:2]1[N:3]=[C:4]([N:15]2[CH2:20][CH2:19][O:18][CH2:17][CH2:16]2)[C:5]2[CH:10]=[C:9]([C:11]([O:14][CH3:25])([CH3:13])[CH3:12])[S:8][C:6]=2[N:7]=1. (10) Given the reactants Cl[C:2]1[N:3]=[CH:4][CH:5]=[C:6]2[C:11]=1[N:10]=[C:9]([CH3:12])[CH:8]=[CH:7]2.[Cl:13][C:14]1[CH:19]=[C:18]([NH2:20])[CH:17]=[CH:16][N:15]=1, predict the reaction product. The product is: [Cl:13][C:14]1[CH:19]=[C:18]([NH:20][C:2]2[N:3]=[CH:4][CH:5]=[C:6]3[C:11]=2[N:10]=[C:9]([CH3:12])[CH:8]=[CH:7]3)[CH:17]=[CH:16][N:15]=1.